Predict the reactants needed to synthesize the given product. From a dataset of Full USPTO retrosynthesis dataset with 1.9M reactions from patents (1976-2016). (1) The reactants are: [CH:1]1([NH:4][C:5](=[O:45])[NH:6][C:7]2[CH:43]=[CH:42][C:10]([O:11][C:12]3[CH:17]=[CH:16][N:15]=[C:14]4[CH:18]=[C:19]([C:21]5[N:26]=[CH:25][C:24]([CH2:27][N:28]6[CH2:33][CH2:32][CH:31]([N:34]([CH3:41])[CH2:35][C:36]([O:38]CC)=[O:37])[CH2:30][CH2:29]6)=[CH:23][CH:22]=5)[S:20][C:13]=34)=[C:9]([F:44])[CH:8]=2)[CH2:3][CH2:2]1.[OH-].[Na+]. Given the product [CH:1]1([NH:4][C:5](=[O:45])[NH:6][C:7]2[CH:43]=[CH:42][C:10]([O:11][C:12]3[CH:17]=[CH:16][N:15]=[C:14]4[CH:18]=[C:19]([C:21]5[N:26]=[CH:25][C:24]([CH2:27][N:28]6[CH2:29][CH2:30][CH:31]([N:34]([CH3:41])[CH2:35][C:36]([OH:38])=[O:37])[CH2:32][CH2:33]6)=[CH:23][CH:22]=5)[S:20][C:13]=34)=[C:9]([F:44])[CH:8]=2)[CH2:3][CH2:2]1, predict the reactants needed to synthesize it. (2) Given the product [C:19]([N:23]1[C:27]2[N:28]([CH3:33])[C:29](=[O:32])[CH:30]=[CH:31][C:26]=2[CH:25]=[N:24]1)([CH3:22])([CH3:21])[CH3:20].[C:14]([OH:17])(=[O:36])[CH3:15].[Br:34][C:15]1[C:14](=[O:17])[N:13]([CH3:18])[C:12]2[NH:8][N:9]=[CH:10][C:11]=2[CH:16]=1, predict the reactants needed to synthesize it. The reactants are: FC1C=CC=CC=1[N:8]1[C:12]2[N:13]([CH3:18])[C:14](=[O:17])[CH:15]=[CH:16][C:11]=2[CH:10]=[N:9]1.[C:19]([N:23]1[C:27]2[N:28]([CH3:33])[C:29](=[O:32])[CH:30]=[CH:31][C:26]=2[CH:25]=[N:24]1)([CH3:22])([CH3:21])[CH3:20].[Br:34]Br.[OH-:36].[Na+].